Dataset: Peptide-MHC class I binding affinity with 185,985 pairs from IEDB/IMGT. Task: Regression. Given a peptide amino acid sequence and an MHC pseudo amino acid sequence, predict their binding affinity value. This is MHC class I binding data. (1) The peptide sequence is FHGIFYSIF. The MHC is HLA-B35:01 with pseudo-sequence HLA-B35:01. The binding affinity (normalized) is 0.0847. (2) The peptide sequence is EVIRATYPS. The MHC is HLA-A02:11 with pseudo-sequence HLA-A02:11. The binding affinity (normalized) is 0.0847. (3) The peptide sequence is ISDYDYYRY. The MHC is HLA-A02:01 with pseudo-sequence HLA-A02:01. The binding affinity (normalized) is 0.0847.